Predict the product of the given reaction. From a dataset of Forward reaction prediction with 1.9M reactions from USPTO patents (1976-2016). (1) Given the reactants [CH:1]([N:4]1[CH:8]=[C:7]([C:9](=O)[CH2:10][C:11]([O:13]CC)=O)[CH:6]=[N:5]1)([CH3:3])[CH3:2].Br[CH:18]([CH3:21])[C:19]#[CH:20].C(=O)([O-])[O-].[K+].[K+].[NH2:28][C:29]1[NH:33][N:32]=[CH:31][C:30]=1[C:34]#[N:35], predict the reaction product. The product is: [CH:1]([N:4]1[CH:8]=[C:7]([C:9]2[NH:28][C:29]3[N:33]([N:32]=[CH:31][C:30]=3[C:34]#[N:35])[C:11](=[O:13])[C:10]=2[CH:18]([CH3:21])[C:19]#[CH:20])[CH:6]=[N:5]1)([CH3:2])[CH3:3]. (2) The product is: [CH2:1]([O:3][C:4]1[C:8]([CH2:9][CH2:10][CH2:11][O:12][C:13]2[CH:18]=[CH:17][C:16]([CH2:19][CH2:20][C:21]([OH:23])=[O:22])=[C:15]([O:26][CH:37]([CH3:39])[CH3:38])[CH:14]=2)=[CH:7][N:6]([C:27]2[CH:32]=[CH:31][C:30]([C:33]([F:34])([F:35])[F:36])=[CH:29][N:28]=2)[N:5]=1)[CH3:2]. Given the reactants [CH2:1]([O:3][C:4]1[C:8]([CH2:9][CH2:10][CH2:11][O:12][C:13]2[CH:18]=[CH:17][C:16]([CH2:19][CH2:20][C:21]([O:23]CC)=[O:22])=[C:15]([OH:26])[CH:14]=2)=[CH:7][N:6]([C:27]2[CH:32]=[CH:31][C:30]([C:33]([F:36])([F:35])[F:34])=[CH:29][N:28]=2)[N:5]=1)[CH3:2].[CH:37](O)([CH3:39])[CH3:38].C(P(CCCC)CCCC)CCC.N(C(N1CCCCC1)=O)=NC(N1CCCCC1)=O, predict the reaction product. (3) The product is: [F:30][C:27]1[CH:26]=[CH:25][C:24]([C@H:20]2[N:17]3[C:18](=[O:19])/[C:12](=[CH:36]/[C:35]4[CH:38]=[CH:39][C:40]([N:41]5[CH:45]=[C:44]([CH3:46])[N:43]=[CH:42]5)=[C:33]([O:32][CH3:31])[CH:34]=4)/[CH2:13][CH2:14][CH2:15][C@H:16]3[CH2:23][CH2:22][CH2:21]2)=[CH:29][CH:28]=1. Given the reactants O.[OH-].[Li+].C(OP([CH:12]1[C:18](=[O:19])[N:17]2[C@@H:20]([C:24]3[CH:29]=[CH:28][C:27]([F:30])=[CH:26][CH:25]=3)[CH2:21][CH2:22][CH2:23][C@H:16]2[CH2:15][CH2:14][CH2:13]1)(=O)OCC)C.[CH3:31][O:32][C:33]1[CH:34]=[C:35]([CH:38]=[CH:39][C:40]=1[N:41]1[CH:45]=[C:44]([CH3:46])[N:43]=[CH:42]1)[CH:36]=O.C(OCC)(=O)C, predict the reaction product. (4) Given the reactants [CH3:1][N:2]1[C:6]([C:7]([OH:9])=O)=[CH:5][C:4]([C:10]([OH:12])=O)=[N:3]1.[C:13]([Cl:18])(=O)[C:14](Cl)=O.[C:19]([O:22][C:23]1[C:24]2[CH:44]=[CH:43][CH:42]=[CH:41][C:25]=2[C:26]2[C@H:27]([CH2:39][Cl:40])[CH2:28][N:29](C(OC(C)(C)C)=O)[C:30]=2[CH:31]=1)(=[O:21])[CH3:20], predict the reaction product. The product is: [C:19]([O:22][C:23]1[C:24]2[CH:44]=[CH:43][CH:42]=[CH:41][C:25]=2[C:26]2[C@H:14]([CH2:13][Cl:18])[CH2:28][N:29]([C:7]([C:6]3[N:2]([CH3:1])[N:3]=[C:4]([C:10]([N:29]4[C:30]5[CH:31]=[C:23]([O:22][C:19](=[O:21])[CH3:20])[C:24]6[CH:44]=[CH:43][CH:42]=[CH:41][C:25]=6[C:26]=5[C@H:27]([CH2:39][Cl:40])[CH2:28]4)=[O:12])[CH:5]=3)=[O:9])[C:30]=2[CH:31]=1)(=[O:21])[CH3:20]. (5) The product is: [CH3:35][C@@:33]1([CH2:36][O:1][C:2]2[CH:7]=[CH:6][C:5]([N:8]3[CH2:13][CH2:12][N:11]([C:14]([O:16][C:17]([CH3:20])([CH3:19])[CH3:18])=[O:15])[CH2:10][CH2:9]3)=[CH:4][CH:3]=2)[O:34][C:24]2=[N:28][C:27]([N+:29]([O-:31])=[O:30])=[CH:26][N:25]2[CH2:32]1. Given the reactants [OH:1][C:2]1[CH:7]=[CH:6][C:5]([N:8]2[CH2:13][CH2:12][N:11]([C:14]([O:16][C:17]([CH3:20])([CH3:19])[CH3:18])=[O:15])[CH2:10][CH2:9]2)=[CH:4][CH:3]=1.[H-].[Na+].Cl[C:24]1[N:25]([CH2:32][C@:33]2([CH3:36])[CH2:35][O:34]2)[CH:26]=[C:27]([N+:29]([O-:31])=[O:30])[N:28]=1, predict the reaction product.